From a dataset of Catalyst prediction with 721,799 reactions and 888 catalyst types from USPTO. Predict which catalyst facilitates the given reaction. (1) Reactant: FC(F)(F)C(O)=O.[CH3:8][S:9]([C:12]1[CH:33]=[CH:32][C:15]([O:16][C:17]2[N:22]=[CH:21][N:20]=[C:19]3[N:23]([CH:26]4[CH2:31][CH2:30][NH:29][CH2:28][CH2:27]4)[N:24]=[CH:25][C:18]=23)=[CH:14][CH:13]=1)(=[O:11])=[O:10].[C:34]([C:36]1[CH:37]=[C:38]([CH:41]=[CH:42][CH:43]=1)[CH:39]=O)#[N:35].C(N(CC)CC)C.C(O[BH-](OC(=O)C)OC(=O)C)(=O)C.[Na+]. Product: [CH3:8][S:9]([C:12]1[CH:13]=[CH:14][C:15]([O:16][C:17]2[N:22]=[CH:21][N:20]=[C:19]3[N:23]([CH:26]4[CH2:27][CH2:28][N:29]([CH2:39][C:38]5[CH:37]=[C:36]([CH:43]=[CH:42][CH:41]=5)[C:34]#[N:35])[CH2:30][CH2:31]4)[N:24]=[CH:25][C:18]=23)=[CH:32][CH:33]=1)(=[O:11])=[O:10]. The catalyst class is: 26. (2) Reactant: [F:1][CH:2]([F:22])[C:3]1[CH:4]=[C:5]([C:9]2[CH:18]=[CH:17][C:16]3[C:11](=[C:12]([C:19]([OH:21])=O)[CH:13]=[CH:14][CH:15]=3)[N:10]=2)[CH:6]=[CH:7][CH:8]=1.[S:23]1[CH:27]=[CH:26][N:25]=[C:24]1[NH2:28].CN(C(ON1N=NC2C=CC=NC1=2)=[N+](C)C)C.F[P-](F)(F)(F)(F)F.CCN(C(C)C)C(C)C.C([O-])(O)=O.[Na+]. Product: [F:1][CH:2]([F:22])[C:3]1[CH:4]=[C:5]([C:9]2[CH:18]=[CH:17][C:16]3[C:11](=[C:12]([C:19]([NH:28][C:24]4[S:23][CH:27]=[CH:26][N:25]=4)=[O:21])[CH:13]=[CH:14][CH:15]=3)[N:10]=2)[CH:6]=[CH:7][CH:8]=1. The catalyst class is: 3. (3) Reactant: [CH:1]1([Li])[C:9]2[C:4](=[CH:5][CH:6]=[CH:7][CH:8]=2)[CH:3]=[CH:2]1.Br[CH2:12][CH2:13]Br. Product: [CH:1]1([CH:7]([CH:6]2[C:12]3[C:13](=[CH:9][CH:1]=[CH:2][CH:3]=3)[CH:4]=[CH:5]2)[CH3:8])[C:9]2[C:4](=[CH:5][CH:6]=[CH:7][CH:8]=2)[CH:3]=[CH:2]1. The catalyst class is: 1. (4) Reactant: [C:1](=O)([O:37]C1C=CC=CC=1)[O:2][C:3]1([C:28]2[CH:33]=[CH:32][CH:31]=[CH:30][C:29]=2[O:34][CH2:35][CH3:36])[C:11]2[C:6](=[CH:7][CH:8]=[C:9]([C:12]#[N:13])[CH:10]=2)[N:5]([S:14]([C:17]2[CH:22]=[CH:21][C:20]([O:23][CH3:24])=[CH:19][C:18]=2[O:25][CH3:26])(=[O:16])=[O:15])[C:4]1=[O:27].[CH3:45][C:46]1[N:51]=[C:50]([N:52]2[CH2:57][CH2:56][NH:55][CH2:54][CH2:53]2)[CH:49]=[CH:48][CH:47]=1. Product: [CH3:45][C:46]1[N:51]=[C:50]([N:52]2[CH2:57][CH2:56][N:55]([C:1]([O:2][C:3]3([C:28]4[CH:33]=[CH:32][CH:31]=[CH:30][C:29]=4[O:34][CH2:35][CH3:36])[C:11]4[C:6](=[CH:7][CH:8]=[C:9]([C:12]#[N:13])[CH:10]=4)[N:5]([S:14]([C:17]4[CH:22]=[CH:21][C:20]([O:23][CH3:24])=[CH:19][C:18]=4[O:25][CH3:26])(=[O:16])=[O:15])[C:4]3=[O:27])=[O:37])[CH2:54][CH2:53]2)[CH:49]=[CH:48][CH:47]=1. The catalyst class is: 3. (5) Reactant: Br[C:2]1[N:7]=[C:6]([C:8]2([OH:12])[CH2:11][CH2:10][CH2:9]2)[CH:5]=[CH:4][CH:3]=1.C([Li])CCC.CCCCCC.[CH2:24]([Sn:28](Cl)([CH2:33][CH2:34][CH2:35][CH3:36])[CH2:29][CH2:30][CH2:31][CH3:32])[CH2:25][CH2:26][CH3:27].[Cl-].[NH4+]. Product: [CH2:33]([Sn:28]([CH2:24][CH2:25][CH2:26][CH3:27])([CH2:29][CH2:30][CH2:31][CH3:32])[C:2]1[N:7]=[C:6]([C:8]2([OH:12])[CH2:11][CH2:10][CH2:9]2)[CH:5]=[CH:4][CH:3]=1)[CH2:34][CH2:35][CH3:36]. The catalyst class is: 7. (6) Reactant: [Br:1][C:2]1[CH:3]=[CH:4][C:5]([F:31])=[C:6]([C@:8]23[CH2:17][O:16][C@@H:15](/[CH:18]=[CH:19]/[O:20][CH3:21])[CH2:14][C@H:13]2[CH2:12][S:11][C:10]([NH:22][C:23](=[O:30])[C:24]2[CH:29]=[CH:28][CH:27]=[CH:26][CH:25]=2)=[N:9]3)[CH:7]=1.[CH:32](OC)([O:35][CH3:36])[O:33][CH3:34].[C:39](=O)(O)[O-:40].[Na+]. Product: [Br:1][C:2]1[CH:3]=[CH:4][C:5]([F:31])=[C:6]([C@:8]23[CH2:17][O:16][C@@H:15]([CH:18]([CH:32]([O:35][CH3:36])[O:33][CH3:34])[CH:19]([O:40][CH3:39])[O:20][CH3:21])[CH2:14][C@H:13]2[CH2:12][S:11][C:10]([NH:22][C:23](=[O:30])[C:24]2[CH:25]=[CH:26][CH:27]=[CH:28][CH:29]=2)=[N:9]3)[CH:7]=1. The catalyst class is: 4. (7) Reactant: [NH2:1][C:2]([CH3:9])([CH3:8])[CH2:3][NH:4][C:5](=[O:7])[CH3:6].[CH:10]([S:12]([CH:15]=[CH2:16])(=[O:14])=[O:13])=[CH2:11]. Product: [O:13]=[S:12]1(=[O:14])[CH2:15][CH2:16][N:1]([C:2]([CH3:9])([CH3:8])[CH2:3][NH:4][C:5](=[O:7])[CH3:6])[CH2:11][CH2:10]1. The catalyst class is: 41.